The task is: Predict the product of the given reaction.. This data is from Forward reaction prediction with 1.9M reactions from USPTO patents (1976-2016). Given the reactants [Cl:1][C:2]1[CH:3]=[CH:4][C:5]([OH:18])=[C:6]([C:8]2[CH:9]=[C:10]3[C:14](=[CH:15][CH:16]=2)[NH:13][C:12](=[O:17])[CH2:11]3)[CH:7]=1.C(=O)([O-])[O-].[K+].[K+].[CH3:25][O:26][C:27]1[CH:51]=[C:50]([O:52][CH3:53])[CH:49]=[CH:48][C:28]=1[CH2:29][N:30]([C:43]1[S:47][N:46]=[CH:45][N:44]=1)[S:31]([C:34]1[CH:39]=[C:38]([F:40])[C:37](F)=[CH:36][C:35]=1[F:42])(=[O:33])=[O:32], predict the reaction product. The product is: [Cl:1][C:2]1[CH:3]=[CH:4][C:5]([O:18][C:37]2[C:38]([F:40])=[CH:39][C:34]([S:31]([N:30]([CH2:29][C:28]3[CH:48]=[CH:49][C:50]([O:52][CH3:53])=[CH:51][C:27]=3[O:26][CH3:25])[C:43]3[S:47][N:46]=[CH:45][N:44]=3)(=[O:32])=[O:33])=[C:35]([F:42])[CH:36]=2)=[C:6]([C:8]2[CH:9]=[C:10]3[C:14](=[CH:15][CH:16]=2)[NH:13][C:12](=[O:17])[CH2:11]3)[CH:7]=1.